From a dataset of Peptide-MHC class I binding affinity with 185,985 pairs from IEDB/IMGT. Regression. Given a peptide amino acid sequence and an MHC pseudo amino acid sequence, predict their binding affinity value. This is MHC class I binding data. (1) The peptide sequence is MFSVYDYGF. The MHC is HLA-A24:03 with pseudo-sequence HLA-A24:03. The binding affinity (normalized) is 0.898. (2) The binding affinity (normalized) is 0.0847. The peptide sequence is RLRRRRHPL. The MHC is HLA-C06:02 with pseudo-sequence HLA-C06:02. (3) The peptide sequence is QALSPRTLNAW. The MHC is HLA-B57:01 with pseudo-sequence HLA-B57:01. The binding affinity (normalized) is 0.538. (4) The peptide sequence is FTQPQQPTPI. The MHC is HLA-A01:01 with pseudo-sequence HLA-A01:01. The binding affinity (normalized) is 0.189. (5) The peptide sequence is KFRRFTQAI. The MHC is HLA-A11:01 with pseudo-sequence HLA-A11:01. The binding affinity (normalized) is 0.0847. (6) The peptide sequence is DYVPMEQP. The MHC is H-2-Kd with pseudo-sequence H-2-Kd. The binding affinity (normalized) is 0.128. (7) The peptide sequence is MFLTSVINR. The MHC is HLA-A31:01 with pseudo-sequence HLA-A31:01. The binding affinity (normalized) is 0.986. (8) The peptide sequence is IFALISFLL. The MHC is HLA-B15:01 with pseudo-sequence HLA-B15:01. The binding affinity (normalized) is 0.0343.